This data is from Reaction yield outcomes from USPTO patents with 853,638 reactions. The task is: Predict the reaction yield, written as a fraction of the theoretical maximum amount of product (1.0 means a 100% yield; for example, 0.34 means a 34% yield). (1) The reactants are [CH3:1][C:2]1[CH:7]=[C:6]([C:8](O)([C:13]([F:16])([F:15])[F:14])[C:9]([F:12])([F:11])[F:10])[CH:5]=[C:4]([CH3:18])[C:3]=1[NH:19][C:20](=[O:36])[C:21]1[CH:26]=[CH:25][CH:24]=[C:23]([NH:27][C:28](=[O:35])[C:29]2[CH:34]=[CH:33][CH:32]=[CH:31][CH:30]=2)[CH:22]=1.S(Cl)([Cl:39])=O. The catalyst is N1C=CC=CC=1. The product is [CH3:1][C:2]1[CH:7]=[C:6]([C:8]([Cl:39])([C:13]([F:16])([F:15])[F:14])[C:9]([F:12])([F:11])[F:10])[CH:5]=[C:4]([CH3:18])[C:3]=1[NH:19][C:20](=[O:36])[C:21]1[CH:26]=[CH:25][CH:24]=[C:23]([NH:27][C:28](=[O:35])[C:29]2[CH:34]=[CH:33][CH:32]=[CH:31][CH:30]=2)[CH:22]=1. The yield is 0.750. (2) The reactants are [CH3:1][O:2][C:3]1[CH:4]=[C:5]([CH2:20][C:21]([O:23]C(C)(C)C)=[O:22])[CH:6]=[CH:7][C:8]=1[NH:9][C:10]([NH:12][C:13]1[CH:18]=[CH:17][CH:16]=[CH:15][C:14]=1[CH3:19])=[O:11]. The catalyst is FC(F)(F)C(O)=O. The product is [CH3:1][O:2][C:3]1[CH:4]=[C:5]([CH2:20][C:21]([OH:23])=[O:22])[CH:6]=[CH:7][C:8]=1[NH:9][C:10]([NH:12][C:13]1[CH:18]=[CH:17][CH:16]=[CH:15][C:14]=1[CH3:19])=[O:11]. The yield is 1.00. (3) The reactants are [Br:1][C:2]1[C:3]([NH:9][C:10]2[CH:14]=[C:13]([CH:15]3[CH2:17][CH2:16]3)[NH:12][N:11]=2)=[N:4][C:5](Cl)=[N:6][CH:7]=1.[CH3:18][N:19]([CH3:28])[C:20]1[CH:27]=[CH:26][C:23]([CH2:24][NH2:25])=[CH:22][CH:21]=1. The catalyst is C(O)CCC.C(OCC)(=O)C. The product is [Br:1][C:2]1[C:3]([NH:9][C:10]2[CH:14]=[C:13]([CH:15]3[CH2:17][CH2:16]3)[NH:12][N:11]=2)=[N:4][C:5]([NH:25][CH2:24][C:23]2[CH:26]=[CH:27][C:20]([N:19]([CH3:28])[CH3:18])=[CH:21][CH:22]=2)=[N:6][CH:7]=1. The yield is 0.290. (4) The reactants are [NH2:1][C:2]([CH3:13])([CH3:12])[CH2:3][NH:4][C:5](=[O:11])[O:6][C:7]([CH3:10])([CH3:9])[CH3:8].Cl[CH2:15][C:16]([O:18][CH3:19])=[O:17].C(=O)([O-])[O-].[K+].[K+]. The catalyst is C(#N)C. The product is [C:7]([O:6][C:5]([NH:4][CH2:3][C:2]([NH:1][CH2:15][C:16]([O:18][CH3:19])=[O:17])([CH3:13])[CH3:12])=[O:11])([CH3:8])([CH3:10])[CH3:9]. The yield is 0.430.